Task: Regression/Classification. Given a drug SMILES string, predict its absorption, distribution, metabolism, or excretion properties. Task type varies by dataset: regression for continuous measurements (e.g., permeability, clearance, half-life) or binary classification for categorical outcomes (e.g., BBB penetration, CYP inhibition). Dataset: hlm.. Dataset: Human liver microsome stability data The result is 0 (unstable in human liver microsomes). The compound is Cc1c(Cc2cc(Cl)cc(Cl)c2)c(C(C)C)nn1CCO.